Dataset: Forward reaction prediction with 1.9M reactions from USPTO patents (1976-2016). Task: Predict the product of the given reaction. (1) Given the reactants [C:1]1(=[O:11])[O:6][C:4](=[O:5])[C:3]2=[CH:7][CH:8]=[CH:9][CH:10]=[C:2]12.B([O:14][O-:15])=O.[Na+], predict the reaction product. The product is: [CH:9]1[CH:10]=[C:2]([C:1]([OH:6])=[O:11])[C:3]([C:4]([O:14][OH:15])=[O:5])=[CH:7][CH:8]=1. (2) Given the reactants C[C:2](C)(P(O)(O)=O)[C:3]#[N:4].[Li+].[Cl-].C1CCN2C(=NCCC2)CC1.[C:23]([O:27][C:28]([N:30]1[CH2:35][CH2:34][C:33]([CH:38]2[CH2:43][CH2:42][CH2:41][CH2:40][CH2:39]2)([CH:36]=O)[CH2:32][CH2:31]1)=[O:29])([CH3:26])([CH3:25])[CH3:24], predict the reaction product. The product is: [C:23]([O:27][C:28]([N:30]1[CH2:35][CH2:34][C:33]([CH:36]=[CH:2][C:3]#[N:4])([CH:38]2[CH2:43][CH2:42][CH2:41][CH2:40][CH2:39]2)[CH2:32][CH2:31]1)=[O:29])([CH3:26])([CH3:25])[CH3:24].